From a dataset of Forward reaction prediction with 1.9M reactions from USPTO patents (1976-2016). Predict the product of the given reaction. (1) Given the reactants [CH2:1]([O:3][P:4]([CH2:9][C:10]1[CH:15]=[CH:14][C:13]([N:16](C(OC(C)(C)C)=O)C(OC(C)(C)C)=O)=[CH:12][N:11]=1)(=[O:8])[O:5][CH2:6][CH3:7])[CH3:2].[ClH:31], predict the reaction product. The product is: [ClH:31].[CH2:1]([O:3][P:4]([CH2:9][C:10]1[CH:15]=[CH:14][C:13]([NH2:16])=[CH:12][N:11]=1)(=[O:8])[O:5][CH2:6][CH3:7])[CH3:2]. (2) The product is: [CH3:16][C:15]([CH3:17])=[CH:14][CH2:13][N:1]1[C:5]2[CH:6]=[CH:7][CH:8]=[CH:9][C:4]=2[N:3]=[C:2]1[CH2:10][OH:11]. Given the reactants [NH:1]1[C:5]2[CH:6]=[CH:7][CH:8]=[CH:9][C:4]=2[N:3]=[C:2]1[CH2:10][OH:11].Br[CH2:13][CH:14]=[C:15]([CH3:17])[CH3:16].CCN(C(C)C)C(C)C, predict the reaction product. (3) Given the reactants [CH3:1][O:2][C:3]([C:5]1[S:19][C:8]2[C:9]3[CH:10]=[CH:11][C:12]([C:16]([OH:18])=O)=[CH:13][C:14]=3[S:15][C:7]=2[C:6]=1[O:20][CH2:21][C:22]([O:24][CH2:25][CH3:26])=[O:23])=[O:4].C(N1C=CN=C1)(N1C=CN=C1)=O.[CH2:39]([NH2:46])[C:40]1[CH:45]=[CH:44][CH:43]=[CH:42][CH:41]=1, predict the reaction product. The product is: [CH3:1][O:2][C:3]([C:5]1[S:19][C:8]2[C:9]3[CH:10]=[CH:11][C:12]([C:16](=[O:18])[NH:46][CH2:39][C:40]4[CH:45]=[CH:44][CH:43]=[CH:42][CH:41]=4)=[CH:13][C:14]=3[S:15][C:7]=2[C:6]=1[O:20][CH2:21][C:22]([O:24][CH2:25][CH3:26])=[O:23])=[O:4]. (4) Given the reactants [F:1][C:2]([F:18])([F:17])[C:3]1[CH:16]=[CH:15][C:6]([O:7][C:8]2[C:9]([NH2:14])=[N:10][CH:11]=[CH:12][CH:13]=2)=[CH:5][CH:4]=1.[Br:19]Br, predict the reaction product. The product is: [Br:19][C:12]1[CH:13]=[C:8]([O:7][C:6]2[CH:15]=[CH:16][C:3]([C:2]([F:1])([F:17])[F:18])=[CH:4][CH:5]=2)[C:9]([NH2:14])=[N:10][CH:11]=1. (5) Given the reactants [F:1][C:2]1[CH:7]=[CH:6][C:5]([C:8]([CH:10]2[CH2:15][CH2:14][NH:13][CH2:12][CH2:11]2)=[O:9])=[CH:4][CH:3]=1.FC1(F)C2C(=CC=CC=2)N(C2CCNCC2)C1=O.[CH3:34][CH:35]([CH3:48])[CH2:36][CH2:37][NH:38][C:39]([C:41]1[N:42]=[N:43][C:44](Cl)=[CH:45][CH:46]=1)=[O:40], predict the reaction product. The product is: [CH3:34][CH:35]([CH3:48])[CH2:36][CH2:37][NH:38][C:39]([C:41]1[N:42]=[N:43][C:44]([N:13]2[CH2:14][CH2:15][CH:10]([C:8](=[O:9])[C:5]3[CH:6]=[CH:7][C:2]([F:1])=[CH:3][CH:4]=3)[CH2:11][CH2:12]2)=[CH:45][CH:46]=1)=[O:40]. (6) Given the reactants Br[C:2]1[CH:3]=[N:4][C:5]2[C:10]([CH:11]=1)=[CH:9][C:8]([CH2:12][N:13]1[C:17]3=[N:18][C:19](Br)=[CH:20][N:21]=[C:16]3[N:15]=[N:14]1)=[CH:7][CH:6]=2.C([Sn](CCCC)(CCCC)C([O:30][CH2:31][CH3:32])=C)CCC.[CH3:41][CH2:42][O:43]C(C)=O, predict the reaction product. The product is: [C:42]([C:19]1[N:18]=[C:17]2[N:13]([CH2:12][C:8]3[CH:9]=[C:10]4[C:5](=[CH:6][CH:7]=3)[N:4]=[CH:3][C:2]([C:31](=[O:30])[CH3:32])=[CH:11]4)[N:14]=[N:15][C:16]2=[N:21][CH:20]=1)(=[O:43])[CH3:41]. (7) Given the reactants [CH2:1]([O:8][C:9]([NH:11][CH:12]([C:18]([O:20][CH2:21][CH3:22])=[O:19])[C:13]([O:15][CH2:16][CH3:17])=[O:14])=[O:10])[C:2]1[CH:7]=[CH:6][CH:5]=[CH:4][CH:3]=1.C(=O)([O-])[O-].[K+].[K+].Br[CH2:30][C:31]([O:33][C:34]([CH3:37])([CH3:36])[CH3:35])=[O:32].Cl, predict the reaction product. The product is: [CH2:1]([O:8][C:9]([NH:11][C:12]([CH2:30][C:31]([O:33][C:34]([CH3:37])([CH3:36])[CH3:35])=[O:32])([C:13]([O:15][CH2:16][CH3:17])=[O:14])[C:18]([O:20][CH2:21][CH3:22])=[O:19])=[O:10])[C:2]1[CH:3]=[CH:4][CH:5]=[CH:6][CH:7]=1. (8) The product is: [C:14]([O:13][C:11]([N:8]1[CH2:9][CH2:10][CH:5]([O:4][C:3]2[CH:18]=[CH:19][C:20]([NH:22][C:23]3[C:28]4[CH:29]=[C:35]([C:36]([O:38][CH3:39])=[O:37])[CH2:34][CH2:33][CH2:32][N:31]([CH2:40][C:41]5[CH:42]=[CH:43][C:44]([O:47][CH3:48])=[CH:45][CH:46]=5)[C:27]=4[N:26]=[CH:25][N:24]=3)=[CH:21][C:2]=2[Cl:1])[CH2:6][CH2:7]1)=[O:12])([CH3:16])([CH3:15])[CH3:17]. Given the reactants [Cl:1][C:2]1[CH:21]=[C:20]([NH:22][C:23]2[C:28]([CH:29]=O)=[C:27]([N:31]([CH2:40][C:41]3[CH:46]=[CH:45][C:44]([O:47][CH3:48])=[CH:43][CH:42]=3)[CH2:32][CH2:33][CH2:34][CH2:35][C:36]([O:38][CH3:39])=[O:37])[N:26]=[CH:25][N:24]=2)[CH:19]=[CH:18][C:3]=1[O:4][CH:5]1[CH2:10][CH2:9][N:8]([C:11]([O:13][C:14]([CH3:17])([CH3:16])[CH3:15])=[O:12])[CH2:7][CH2:6]1.C[O-].[Na+].CO, predict the reaction product. (9) Given the reactants [C:1]([O:5][C:6]([N:8]1[C:16]2[C:11](=[CH:12][CH:13]=[C:14]([C:17]([CH3:20])([CH3:19])[CH3:18])[CH:15]=2)[CH:10]=[CH:9]1)=[O:7])([CH3:4])([CH3:3])[CH3:2], predict the reaction product. The product is: [C:1]([O:5][C:6]([N:8]1[C:16]2[C:11](=[CH:12][CH:13]=[C:14]([C:17]([CH3:20])([CH3:19])[CH3:18])[CH:15]=2)[CH2:10][CH2:9]1)=[O:7])([CH3:4])([CH3:3])[CH3:2]. (10) Given the reactants [NH2:1][C:2]1[C:10]2[C:5](=[N:6][C:7]([N:15]3[CH2:19][CH2:18][CH2:17][CH2:16]3)=[C:8]3[CH2:14][O:13][CH2:12][CH2:11][C:9]3=2)[S:4][C:3]=1[C:20]([NH2:22])=[O:21].[CH:23]([O-])([O-])OCC, predict the reaction product. The product is: [N:15]1([C:7]2[N:6]=[C:5]3[S:4][C:3]4[C:20](=[O:21])[NH:22][CH:23]=[N:1][C:2]=4[C:10]3=[C:9]3[CH2:11][CH2:12][O:13][CH2:14][C:8]=23)[CH2:19][CH2:18][CH2:17][CH2:16]1.